Dataset: Forward reaction prediction with 1.9M reactions from USPTO patents (1976-2016). Task: Predict the product of the given reaction. (1) Given the reactants [CH2:1]([C:4]1([CH2:10][OH:11])[CH2:9][CH2:8][CH2:7][CH2:6][CH2:5]1)[CH:2]=[CH2:3].N1C=CN=C1.[CH2:17]([Si:19]([CH2:23][CH3:24])([CH2:21][CH3:22])Cl)[CH3:18], predict the reaction product. The product is: [CH2:1]([C:4]1([CH2:10][O:11][Si:19]([CH2:23][CH3:24])([CH2:21][CH3:22])[CH2:17][CH3:18])[CH2:5][CH2:6][CH2:7][CH2:8][CH2:9]1)[CH:2]=[CH2:3]. (2) The product is: [NH2:25][C:10]1[CH:9]=[CH:8][C:7]([O:6][C:5]2[CH:28]=[CH:29][C:2]([Cl:1])=[CH:3][CH:4]=2)=[CH:24][C:11]=1[C:12]([NH:14][C:15]1[CH:16]=[C:17]([Cl:23])[C:18]([Cl:22])=[C:19]([Cl:21])[CH:20]=1)=[O:13]. Given the reactants [Cl:1][C:2]1[CH:29]=[CH:28][C:5]([O:6][C:7]2[CH:8]=[CH:9][C:10]([N+:25]([O-])=O)=[C:11]([CH:24]=2)[C:12]([NH:14][C:15]2[CH:20]=[C:19]([Cl:21])[C:18]([Cl:22])=[C:17]([Cl:23])[CH:16]=2)=[O:13])=[CH:4][CH:3]=1.Cl, predict the reaction product.